This data is from Catalyst prediction with 721,799 reactions and 888 catalyst types from USPTO. The task is: Predict which catalyst facilitates the given reaction. (1) Reactant: C([Mg]Cl)(C)(C)C.[O:7]=[C:8]1[NH:13][C:12](=[O:14])[CH:11]=[CH:10][N:9]1[C@H:15]1[C@@:19]([NH:21][C:22](=[O:28])[O:23][C:24]([CH3:27])([CH3:26])[CH3:25])([CH3:20])[C@H:18]([OH:29])[C@@H:17]([CH2:30][OH:31])[O:16]1.[N+](C1C=CC([P:41]([NH:50][C@@H:51]([CH3:61])[C:52]([O:54][CH2:55][CH2:56][C:57]([CH3:60])([CH3:59])[CH3:58])=[O:53])([O:43][C:44]2[CH:49]=[CH:48][CH:47]=[CH:46][CH:45]=2)=[O:42])=CC=1)([O-])=O.[Cl-].[NH4+]. Product: [C:24]([O:23][C:22]([NH:21][C@@:19]1([CH3:20])[C@H:15]([N:9]2[CH:10]=[CH:11][C:12](=[O:14])[NH:13][C:8]2=[O:7])[O:16][C@H:17]([CH2:30][O:31][P:41]([NH:50][C@@H:51]([CH3:61])[C:52]([O:54][CH2:55][CH2:56][C:57]([CH3:60])([CH3:59])[CH3:58])=[O:53])([O:43][C:44]2[CH:49]=[CH:48][CH:47]=[CH:46][CH:45]=2)=[O:42])[C@H:18]1[OH:29])=[O:28])([CH3:25])([CH3:26])[CH3:27]. The catalyst class is: 1. (2) Reactant: [CH3:1][C:2]1[CH:6]=[C:5]([OH:7])[N:4]([C:8]2[CH:13]=[CH:12][CH:11]=[CH:10][CH:9]=2)[N:3]=1.[OH-].[Ca+2].[OH-].Cl[C:18]([O:20][CH2:21][C:22]1[CH:27]=[CH:26][CH:25]=[CH:24][CH:23]=1)=[O:19].Cl. Product: [CH3:1][C:2]1[NH:3][N:4]([C:8]2[CH:9]=[CH:10][CH:11]=[CH:12][CH:13]=2)[C:5](=[O:7])[C:6]=1[C:18]([O:20][CH2:21][C:22]1[CH:27]=[CH:26][CH:25]=[CH:24][CH:23]=1)=[O:19]. The catalyst class is: 12. (3) Reactant: [Br:1]Br.[CH2:3]([C:10]1[S:14][C:13]2[CH:15]=[CH:16][CH:17]=[CH:18][C:12]=2[C:11]=1[C:19]1[CH:24]=[CH:23][C:22]([C:25]2[CH:30]=[CH:29][C:28]([OH:31])=[CH:27][CH:26]=2)=[CH:21][CH:20]=1)[C:4]1[CH:9]=[CH:8][CH:7]=[CH:6][CH:5]=1.C([O-])(=O)C.[K+].O. Product: [CH2:3]([C:10]1[S:14][C:13]2[CH:15]=[CH:16][CH:17]=[CH:18][C:12]=2[C:11]=1[C:19]1[CH:24]=[CH:23][C:22]([C:25]2[CH:26]=[CH:27][C:28]([OH:31])=[C:29]([Br:1])[CH:30]=2)=[CH:21][CH:20]=1)[C:4]1[CH:5]=[CH:6][CH:7]=[CH:8][CH:9]=1. The catalyst class is: 15. (4) Reactant: [NH:1]1[C:5]2=[N:6][CH:7]=[CH:8][CH:9]=[C:4]2[CH:3]=[N:2]1.[I:10]N1C(=O)CCC1=O. Product: [I:10][C:3]1[C:4]2[C:5](=[N:6][CH:7]=[CH:8][CH:9]=2)[NH:1][N:2]=1. The catalyst class is: 47. (5) Reactant: Br[C:2]1[CH:7]=[C:6]([C:8]([CH3:11])([CH3:10])[CH3:9])[CH:5]=[CH:4][N:3]=1.[C:12]1([C:21]2[CH:26]=[CH:25][CH:24]=[CH:23][CH:22]=2)[CH:17]=[CH:16][CH:15]=[C:14](B(O)O)[CH:13]=1.C([O-])([O-])=O.[K+].[K+].COCCOC. Product: [C:12]1([C:21]2[CH:22]=[CH:23][CH:24]=[CH:25][CH:26]=2)[CH:17]=[CH:16][CH:15]=[C:14]([C:2]2[CH:7]=[C:6]([C:8]([CH3:11])([CH3:10])[CH3:9])[CH:5]=[CH:4][N:3]=2)[CH:13]=1. The catalyst class is: 6. (6) Reactant: [S:1]1[CH:5]=[CH:4][CH:3]=[CH:2]1.C1COCC1.C([Li])CCC.Br[CH2:17][CH2:18][CH2:19][CH2:20][CH2:21][CH2:22][CH2:23][CH3:24]. Product: [CH2:17]([C:2]1[S:1][CH:5]=[CH:4][CH:3]=1)[CH2:18][CH2:19][CH2:20][CH2:21][CH2:22][CH2:23][CH3:24]. The catalyst class is: 805. (7) Reactant: C(O[BH-](OC(=O)C)OC(=O)C)(=O)C.[Na+].[F:15][C:16]1[CH:17]=[C:18]2[C:22](=[CH:23][CH:24]=1)[NH:21][CH2:20][CH2:19]2.O=[C:26]1[CH2:31][CH2:30][N:29]([C:32]([O:34][C:35]([CH3:38])([CH3:37])[CH3:36])=[O:33])[CH2:28][CH2:27]1.C(O)(=O)C.C(=O)([O-])O.[Na+]. Product: [F:15][C:16]1[CH:17]=[C:18]2[C:22](=[CH:23][CH:24]=1)[N:21]([CH:26]1[CH2:31][CH2:30][N:29]([C:32]([O:34][C:35]([CH3:38])([CH3:37])[CH3:36])=[O:33])[CH2:28][CH2:27]1)[CH2:20][CH2:19]2. The catalyst class is: 2. (8) Reactant: C([C:3]1[CH:8]=[CH:7][CH:6]=[CH:5][C:4]=1[N:9]1[CH2:14][CH2:13][NH:12][CH2:11][CH2:10]1)#N.[OH-].[K+].Cl.[C:18]([O-:21])(O)=[O:19].[Na+].[CH3:35][C:34]([O:33][C:31](O[C:31]([O:33][C:34]([CH3:37])([CH3:36])[CH3:35])=[O:32])=[O:32])([CH3:37])[CH3:36]. Product: [C:31]([N:12]1[CH2:13][CH2:14][N:9]([C:4]2[CH:5]=[CH:6][CH:7]=[CH:8][C:3]=2[C:18]([OH:21])=[O:19])[CH2:10][CH2:11]1)([O:33][C:34]([CH3:35])([CH3:36])[CH3:37])=[O:32]. The catalyst class is: 714. (9) The catalyst class is: 3. Reactant: [C:1]([Si:5]([C:30]1[CH:35]=[CH:34][CH:33]=[CH:32][CH:31]=1)([C:24]1[CH:29]=[CH:28][CH:27]=[CH:26][CH:25]=1)[O:6][CH2:7][CH2:8][CH:9]1[NH:13][C:12](=[O:14])[N:11]([CH2:15][C:16]2[CH:21]=[CH:20][C:19]([CH3:22])=[CH:18][CH:17]=2)[C:10]1=[O:23])([CH3:4])([CH3:3])[CH3:2].[H-].[Na+].[CH2:38](I)[CH2:39][CH3:40]. Product: [C:1]([Si:5]([C:30]1[CH:35]=[CH:34][CH:33]=[CH:32][CH:31]=1)([C:24]1[CH:29]=[CH:28][CH:27]=[CH:26][CH:25]=1)[O:6][CH2:7][CH2:8][CH:9]1[N:13]([CH2:38][CH2:39][CH3:40])[C:12](=[O:14])[N:11]([CH2:15][C:16]2[CH:21]=[CH:20][C:19]([CH3:22])=[CH:18][CH:17]=2)[C:10]1=[O:23])([CH3:4])([CH3:2])[CH3:3]. (10) Reactant: [F:1][C:2]1[CH:7]=[CH:6][C:5]([N:8]=[C:9]=S)=[CH:4][C:3]=1[F:11].[NH:12]([C:14](=[O:34])[C:15]([NH:17][C:18]1[CH:19]=[CH:20][C:21]([O:24][C@@H:25]2[CH2:29][CH2:28][C@@H:27]([C:30]([O:32][CH3:33])=[O:31])[CH2:26]2)=[N:22][CH:23]=1)=[O:16])[NH2:13].Cl.CN(C)CCCN=C=NCC. Product: [F:11][C:3]1[CH:4]=[C:5]([NH:8][C:9]2[O:34][C:14]([C:15]([NH:17][C:18]3[CH:19]=[CH:20][C:21]([O:24][C@@H:25]4[CH2:29][CH2:28][C@@H:27]([C:30]([O:32][CH3:33])=[O:31])[CH2:26]4)=[N:22][CH:23]=3)=[O:16])=[N:12][N:13]=2)[CH:6]=[CH:7][C:2]=1[F:1]. The catalyst class is: 3.